Task: Predict the reaction yield, written as a fraction of the theoretical maximum amount of product (1.0 means a 100% yield; for example, 0.34 means a 34% yield).. Dataset: Reaction yield outcomes from USPTO patents with 853,638 reactions (1) The reactants are [CH3:1][CH:2]([CH2:6][CH2:7][CH2:8][CH:9]([CH3:21])[CH2:10][CH2:11][CH2:12][CH:13]([CH3:20])[CH2:14][CH2:15][CH2:16][CH:17]([CH3:19])[CH3:18])[CH2:3][CH2:4][OH:5].[Cr](O)(O)(=O)=[O:23].S(OS([O-])=O)([O-])=O.[Na+].[Na+]. The catalyst is CC(C)=O.C(O)(=O)C.O. The product is [CH3:1][CH:2]([CH2:6][CH2:7][CH2:8][CH:9]([CH3:21])[CH2:10][CH2:11][CH2:12][CH:13]([CH3:20])[CH2:14][CH2:15][CH2:16][CH:17]([CH3:19])[CH3:18])[CH2:3][C:4]([OH:23])=[O:5]. The yield is 0.723. (2) The reactants are Cl.[NH:2]([C:4]1[CH:9]=[C:8]([C:10]#[N:11])[CH:7]=[CH:6][N:5]=1)[NH2:3].CN(C)/[CH:14]=[CH:15]/[C:16]([C:18]1[CH:23]=[CH:22][CH:21]=[C:20]([F:24])[CH:19]=1)=O. No catalyst specified. The product is [F:24][C:20]1[CH:19]=[C:18]([C:16]2[N:2]([C:4]3[CH:9]=[C:8]([C:10]#[N:11])[CH:7]=[CH:6][N:5]=3)[N:3]=[CH:14][CH:15]=2)[CH:23]=[CH:22][CH:21]=1. The yield is 0.980. (3) The reactants are [O:1]1[CH:5]=[CH:4][N:3]=[CH:2]1.[C:6]([O:10][C:11]([N:13]1[CH2:17][CH2:16][CH2:15][C@@H:14]1[CH2:18][O:19][C:20]1[CH:25]=[CH:24][C:23]([CH2:26][C:27]2[CH:32]=[CH:31][C:30](I)=[CH:29][CH:28]=2)=[CH:22][CH:21]=1)=[O:12])([CH3:9])([CH3:8])[CH3:7]. No catalyst specified. The product is [C:6]([O:10][C:11]([N:13]1[CH2:17][CH2:16][CH2:15][C@@H:14]1[CH2:18][O:19][C:20]1[CH:21]=[CH:22][C:23]([CH2:26][C:27]2[CH:28]=[CH:29][C:30]([C:2]3[O:1][CH:5]=[CH:4][N:3]=3)=[CH:31][CH:32]=2)=[CH:24][CH:25]=1)=[O:12])([CH3:9])([CH3:7])[CH3:8]. The yield is 0.230. (4) The reactants are C(Cl)(=O)C(Cl)=O.CS(C)=O.[OH:11][CH2:12][C:13]1[O:14][C:15]2[CH:21]=[CH:20][C:19]([C:22]3[CH:31]=[CH:30][C:25]([C:26]([O:28][CH3:29])=[O:27])=[CH:24][CH:23]=3)=[CH:18][C:16]=2[CH:17]=1.C(N(CC)CC)C. The catalyst is C(Cl)Cl. The product is [CH:12]([C:13]1[O:14][C:15]2[CH:21]=[CH:20][C:19]([C:22]3[CH:31]=[CH:30][C:25]([C:26]([O:28][CH3:29])=[O:27])=[CH:24][CH:23]=3)=[CH:18][C:16]=2[CH:17]=1)=[O:11]. The yield is 0.820.